Dataset: Forward reaction prediction with 1.9M reactions from USPTO patents (1976-2016). Task: Predict the product of the given reaction. (1) Given the reactants [C:1]([C:3]1[CH:4]=[CH:5][C:6]([NH:12][CH:13]2[CH2:16][CH2:15][CH2:14]2)=[C:7]([CH:11]=1)[C:8]([OH:10])=O)#[N:2].[CH3:17][C:18]([NH2:22])([C:20]#[CH:21])[CH3:19].CCN=C=NCCCN(C)C.CCN(C(C)C)C(C)C.C1C=CC2N(O)N=NC=2C=1, predict the reaction product. The product is: [C:1]([C:3]1[CH:4]=[CH:5][C:6]([NH:12][CH:13]2[CH2:16][CH2:15][CH2:14]2)=[C:7]([CH:11]=1)[C:8]([NH:22][C:18]([CH3:19])([C:20]#[CH:21])[CH3:17])=[O:10])#[N:2]. (2) Given the reactants I[C:2]1[CH:9]=[CH:8][C:5]([C:6]#[N:7])=[CH:4][CH:3]=1.C1(P(C2C=CC=CC=2)C2C=CC=CC=2)C=CC=CC=1.[CH2:29]([OH:32])[C:30]#[CH:31].C(N(C(C)C)CC)(C)C, predict the reaction product. The product is: [C:6]([C:5]1[CH:8]=[CH:9][C:2]([C:31]#[C:30][CH2:29][OH:32])=[CH:3][CH:4]=1)#[N:7]. (3) Given the reactants [CH3:1][N:2]1[C:11]2[C:6](=[CH:7][CH:8]=[CH:9][CH:10]=2)[CH:5]([CH2:12][NH2:13])[CH2:4][CH2:3]1.F[C:15]1[CH:23]=[N:22][CH:21]=[CH:20][C:16]=1[C:17]([OH:19])=[O:18], predict the reaction product. The product is: [CH3:1][N:2]1[C:11]2[C:6](=[CH:7][CH:8]=[CH:9][CH:10]=2)[CH:5]([CH2:12][NH:13][C:21]2[CH:20]=[C:16]([C:17]([OH:19])=[O:18])[CH:15]=[CH:23][N:22]=2)[CH2:4][CH2:3]1. (4) The product is: [CH2:3]([O:10][C:11]1[C:16]([CH2:17][N:18]2[CH2:27][CH2:26][C:25]3[C:20](=[C:21]([Cl:39])[C:22]([C@@H:29]([CH:34]4[CH2:38][CH2:37][CH2:36][O:35]4)[CH2:30][OH:31])=[CH:23][C:24]=3[Cl:28])[C:19]2=[O:40])=[C:15]([CH3:41])[CH:14]=[C:13]([CH3:42])[N:12]=1)[C:4]1[CH:5]=[CH:6][CH:7]=[CH:8][CH:9]=1. Given the reactants [BH4-].[Li+].[CH2:3]([O:10][C:11]1[C:16]([CH2:17][N:18]2[CH2:27][CH2:26][C:25]3[C:20](=[C:21]([Cl:39])[C:22]([C@@H:29]([CH:34]4[CH2:38][CH2:37][CH2:36][O:35]4)[C:30](OC)=[O:31])=[CH:23][C:24]=3[Cl:28])[C:19]2=[O:40])=[C:15]([CH3:41])[CH:14]=[C:13]([CH3:42])[N:12]=1)[C:4]1[CH:9]=[CH:8][CH:7]=[CH:6][CH:5]=1, predict the reaction product. (5) The product is: [OH:1][C:2]1[C:3]([C:23]([NH:25][CH2:26][C:27]([OH:29])=[O:28])=[O:24])=[C:4]2[C:9](=[CH:10][C:11]=1[C:12]1[S:13][CH:14]=[CH:15][CH:16]=1)[N:8]=[C:7]([C:17]1[CH:22]=[CH:21][CH:20]=[CH:19][CH:18]=1)[CH:6]=[N:5]2. Given the reactants [OH:1][C:2]1[C:3]([C:23]([NH:25][CH2:26][C:27]([O:29]CC)=[O:28])=[O:24])=[C:4]2[C:9](=[CH:10][C:11]=1[C:12]1[S:13][CH:14]=[CH:15][CH:16]=1)[N:8]=[C:7]([C:17]1[CH:22]=[CH:21][CH:20]=[CH:19][CH:18]=1)[CH:6]=[N:5]2.[OH-].[Na+], predict the reaction product. (6) Given the reactants [C:1]([C:5]1[CH:9]=[C:8]([NH2:10])[N:7]([C:11]2[CH:20]=[C:19]([CH2:21]Cl)[C:18]3[C:13](=[CH:14][CH:15]=[CH:16][CH:17]=3)[CH:12]=2)[N:6]=1)([CH3:4])([CH3:3])[CH3:2].[N-:23]=[N+:24]=[N-:25].[Na+], predict the reaction product. The product is: [N:23]([CH2:21][C:19]1[C:18]2[C:13](=[CH:14][CH:15]=[CH:16][CH:17]=2)[CH:12]=[C:11]([N:7]2[C:8]([NH2:10])=[CH:9][C:5]([C:1]([CH3:4])([CH3:3])[CH3:2])=[N:6]2)[CH:20]=1)=[N+:24]=[N-:25]. (7) The product is: [CH:8]1([N:12]2[C:4]([NH2:5])=[CH:3][C:2]([CH3:6])=[N:13]2)[CH2:11][CH2:10][CH2:9]1. Given the reactants N/[C:2](/[CH3:6])=[CH:3]\[C:4]#[N:5].Cl.[CH:8]1([NH:12][NH2:13])[CH2:11][CH2:10][CH2:9]1, predict the reaction product.